From a dataset of HIV replication inhibition screening data with 41,000+ compounds from the AIDS Antiviral Screen. Binary Classification. Given a drug SMILES string, predict its activity (active/inactive) in a high-throughput screening assay against a specified biological target. (1) The compound is COc1ccc(C=c2sc3nnc(CCC(=O)Nc4cccc(C(F)(F)F)c4)n3c2=O)cc1. The result is 0 (inactive). (2) The drug is COC1C=COC2(C)Oc3c(C)c(O)c4c(O)c(c(C=NOCCO)c(O)c4c3C2=O)NC(=O)C(C)=CC=CC(C)C(O)C(C)C(O)C(C)C(OC(C)=O)C1C. The result is 1 (active). (3) The drug is CC(C)CCCC(C)C1CCC2C3CCC4CC(CCC=C(c5cc(Cl)c(OCc6ccccc6C(=O)O)c(C(=O)O)c5)c5cc(Cl)c(OCc6ccccc6C(=O)O)c(C(=O)O)c5)CCC4(C)C3CCC12C.[NaH]. The result is 1 (active).